This data is from Forward reaction prediction with 1.9M reactions from USPTO patents (1976-2016). The task is: Predict the product of the given reaction. (1) Given the reactants [OH-].[Na+].[Cl:3][C:4]1[CH:5]=[C:6]([C:14]2[O:18][N:17]=[C:16]([C:19]3[C:20]([O:33][CH3:34])=[C:21]([CH2:26][CH2:27][C:28]([O:30]CC)=[O:29])[CH:22]=[C:23]([F:25])[CH:24]=3)[N:15]=2)[CH:7]=[CH:8][C:9]=1[O:10][CH:11]([CH3:13])[CH3:12].Cl, predict the reaction product. The product is: [Cl:3][C:4]1[CH:5]=[C:6]([C:14]2[O:18][N:17]=[C:16]([C:19]3[C:20]([O:33][CH3:34])=[C:21]([CH2:26][CH2:27][C:28]([OH:30])=[O:29])[CH:22]=[C:23]([F:25])[CH:24]=3)[N:15]=2)[CH:7]=[CH:8][C:9]=1[O:10][CH:11]([CH3:13])[CH3:12]. (2) Given the reactants FC(F)(F)C(O)=O.O1CCCCC1[N:14]1[C:22]2[C:17](=[CH:18][C:19]([NH:23][S:24]([CH:27]3[CH2:32][CH2:31][N:30]([C:33]([O:35][CH2:36][C:37]4[CH:42]=[CH:41][CH:40]=[CH:39][CH:38]=4)=[O:34])[CH2:29][CH2:28]3)(=[O:26])=[O:25])=[CH:20][CH:21]=2)[CH:16]=[N:15]1, predict the reaction product. The product is: [NH:14]1[C:22]2[C:17](=[CH:18][C:19]([NH:23][S:24]([CH:27]3[CH2:32][CH2:31][N:30]([C:33]([O:35][CH2:36][C:37]4[CH:42]=[CH:41][CH:40]=[CH:39][CH:38]=4)=[O:34])[CH2:29][CH2:28]3)(=[O:26])=[O:25])=[CH:20][CH:21]=2)[CH:16]=[N:15]1. (3) Given the reactants [CH3:1][O:2][C:3]1[CH:8]=[CH:7][CH:6]=[CH:5][C:4]=1[NH2:9].[CH3:10][C:11]1[C:12]([S:17](Cl)(=[O:19])=[O:18])=[N:13][CH:14]=[CH:15][CH:16]=1, predict the reaction product. The product is: [CH3:1][O:2][C:3]1[CH:8]=[CH:7][CH:6]=[CH:5][C:4]=1[NH:9][S:17]([C:12]1[C:11]([CH3:10])=[CH:16][CH:15]=[CH:14][N:13]=1)(=[O:19])=[O:18].